From a dataset of NCI-60 drug combinations with 297,098 pairs across 59 cell lines. Regression. Given two drug SMILES strings and cell line genomic features, predict the synergy score measuring deviation from expected non-interaction effect. (1) Drug 1: CC1=C(C(CCC1)(C)C)C=CC(=CC=CC(=CC(=O)O)C)C. Drug 2: C1CN(P(=O)(OC1)NCCCl)CCCl. Cell line: 786-0. Synergy scores: CSS=-3.70, Synergy_ZIP=3.43, Synergy_Bliss=1.40, Synergy_Loewe=-5.71, Synergy_HSA=-5.55. (2) Drug 1: CC1=C2C(C(=O)C3(C(CC4C(C3C(C(C2(C)C)(CC1OC(=O)C(C(C5=CC=CC=C5)NC(=O)OC(C)(C)C)O)O)OC(=O)C6=CC=CC=C6)(CO4)OC(=O)C)O)C)O. Drug 2: C1C(C(OC1N2C=NC(=NC2=O)N)CO)O. Cell line: NCIH23. Synergy scores: CSS=5.79, Synergy_ZIP=-3.90, Synergy_Bliss=-3.53, Synergy_Loewe=-2.39, Synergy_HSA=-2.09. (3) Synergy scores: CSS=-2.36, Synergy_ZIP=-0.196, Synergy_Bliss=-2.00, Synergy_Loewe=-5.35, Synergy_HSA=-5.35. Drug 1: C1=CC=C(C(=C1)C(C2=CC=C(C=C2)Cl)C(Cl)Cl)Cl. Drug 2: C1=CN(C=N1)CC(O)(P(=O)(O)O)P(=O)(O)O. Cell line: M14. (4) Drug 1: C1CC(=O)NC(=O)C1N2CC3=C(C2=O)C=CC=C3N. Drug 2: C(CCl)NC(=O)N(CCCl)N=O. Cell line: UO-31. Synergy scores: CSS=-1.68, Synergy_ZIP=-0.191, Synergy_Bliss=-1.83, Synergy_Loewe=-2.74, Synergy_HSA=-2.59. (5) Synergy scores: CSS=-4.19, Synergy_ZIP=3.49, Synergy_Bliss=-2.40, Synergy_Loewe=-9.36, Synergy_HSA=-11.8. Drug 2: CCN(CC)CCNC(=O)C1=C(NC(=C1C)C=C2C3=C(C=CC(=C3)F)NC2=O)C. Drug 1: CN1C(=O)N2C=NC(=C2N=N1)C(=O)N. Cell line: IGROV1. (6) Drug 1: CNC(=O)C1=CC=CC=C1SC2=CC3=C(C=C2)C(=NN3)C=CC4=CC=CC=N4. Drug 2: COCCOC1=C(C=C2C(=C1)C(=NC=N2)NC3=CC=CC(=C3)C#C)OCCOC.Cl. Cell line: UACC62. Synergy scores: CSS=3.02, Synergy_ZIP=-0.638, Synergy_Bliss=-0.313, Synergy_Loewe=0.118, Synergy_HSA=0.136. (7) Drug 1: CC1CCC2CC(C(=CC=CC=CC(CC(C(=O)C(C(C(=CC(C(=O)CC(OC(=O)C3CCCCN3C(=O)C(=O)C1(O2)O)C(C)CC4CCC(C(C4)OC)OCCO)C)C)O)OC)C)C)C)OC. Drug 2: CC(C)CN1C=NC2=C1C3=CC=CC=C3N=C2N. Cell line: MALME-3M. Synergy scores: CSS=-1.43, Synergy_ZIP=3.31, Synergy_Bliss=2.97, Synergy_Loewe=4.00, Synergy_HSA=3.38.